From a dataset of Full USPTO retrosynthesis dataset with 1.9M reactions from patents (1976-2016). Predict the reactants needed to synthesize the given product. (1) Given the product [Br:1][C:2]1[CH:14]=[C:13]2[C:5](=[C:4]([C:16](=[O:17])[NH2:18])[CH:3]=1)[NH:6][C:7]1[CH:8]=[C:9]([C:27]3[CH2:32][CH2:31][N:30]([C:33]([O:35][C:36]([CH3:39])([CH3:38])[CH3:37])=[O:34])[CH2:29][CH:28]=3)[CH:10]=[CH:11][C:12]2=1, predict the reactants needed to synthesize it. The reactants are: [Br:1][C:2]1[CH:3]=[C:4]([C:16]([NH2:18])=[O:17])[C:5]2[NH:6][C:7]3[C:12]([C:13]=2[CH:14]=1)=[CH:11][CH:10]=[C:9](I)[CH:8]=3.CC1(C)C(C)(C)OB([C:27]2[CH2:32][CH2:31][N:30]([C:33]([O:35][C:36]([CH3:39])([CH3:38])[CH3:37])=[O:34])[CH2:29][CH:28]=2)O1.C([O-])([O-])=O.[Na+].[Na+].C1(C)C=CC=CC=1. (2) Given the product [Br:12][C:8]1[CH:7]=[CH:6][C:4]([NH2:5])=[C:3]([N+:9]([O-:11])=[O:10])[C:2]=1[F:1], predict the reactants needed to synthesize it. The reactants are: [F:1][C:2]1[C:3]([N+:9]([O-:11])=[O:10])=[C:4]([CH:6]=[CH:7][CH:8]=1)[NH2:5].[Br:12]N1C(=O)CCC1=O. (3) Given the product [C:1]([NH:4][CH:6]([OH:7])[C:5]([OH:9])=[O:8])(=[O:3])[CH3:2], predict the reactants needed to synthesize it. The reactants are: [C:1]([NH2:4])(=[O:3])[CH3:2].[C:5]([OH:9])(=[O:8])[CH:6]=[O:7].